This data is from Catalyst prediction with 721,799 reactions and 888 catalyst types from USPTO. The task is: Predict which catalyst facilitates the given reaction. Reactant: Cl.Cl.[NH2:3][C@@H:4]1[CH2:9][CH2:8][CH2:7][NH:6][CH2:5]1.[Cl:10][C:11]1[N:12]=[C:13](Cl)[C:14]2[CH2:19][CH2:18][CH2:17][C:15]=2[N:16]=1.C(N(C(C)C)CC)(C)C.[C:30](Cl)(=[O:32])[CH3:31]. Product: [Cl:10][C:11]1[N:12]=[C:13]([N:6]2[CH2:7][CH2:8][CH2:9][C@@H:4]([NH:3][C:30](=[O:32])[CH3:31])[CH2:5]2)[C:14]2[CH2:19][CH2:18][CH2:17][C:15]=2[N:16]=1. The catalyst class is: 22.